This data is from Reaction yield outcomes from USPTO patents with 853,638 reactions. The task is: Predict the reaction yield, written as a fraction of the theoretical maximum amount of product (1.0 means a 100% yield; for example, 0.34 means a 34% yield). (1) The reactants are [Cl-].O[NH3+:3].[C:4](=[O:7])([O-])[OH:5].[Na+].CS(C)=O.[O:13]1[C:17]([C@H:18]2[CH2:23][CH2:22][C@H:21]([N:24]3[C:29](=[O:30])[C:28]([CH2:31][C:32]4[CH:37]=[CH:36][C:35]([C:38]5[C:39]([C:44]#[N:45])=[CH:40][CH:41]=[CH:42][CH:43]=5)=[CH:34][CH:33]=4)=[C:27]([CH2:46][CH2:47][CH3:48])[N:26]4[N:49]=[CH:50][N:51]=[C:25]34)[CH2:20][CH2:19]2)=[CH:16][N:15]=[CH:14]1. The catalyst is C(OCC)(=O)C. The product is [O:13]1[C:17]([C@H:18]2[CH2:23][CH2:22][C@H:21]([N:24]3[C:29](=[O:30])[C:28]([CH2:31][C:32]4[CH:37]=[CH:36][C:35]([C:38]5[CH:43]=[CH:42][CH:41]=[CH:40][C:39]=5[C:44]5[NH:3][C:4](=[O:7])[O:5][N:45]=5)=[CH:34][CH:33]=4)=[C:27]([CH2:46][CH2:47][CH3:48])[N:26]4[N:49]=[CH:50][N:51]=[C:25]34)[CH2:20][CH2:19]2)=[CH:16][N:15]=[CH:14]1. The yield is 0.290. (2) The reactants are C([O:4][CH2:5][CH2:6][N:7]1[CH2:11][C:10]2[CH:12]=[C:13]([C:16]3[C:24]4[C:19](=[CH:20][C:21]([F:25])=[CH:22][CH:23]=4)[NH:18][CH:17]=3)[CH:14]=[CH:15][C:9]=2[S:8]1(=[O:27])=[O:26])(=O)C.O[Li].O. The catalyst is C1COCC1.O. The product is [F:25][C:21]1[CH:20]=[C:19]2[C:24]([C:16]([C:13]3[CH:14]=[CH:15][C:9]4[S:8](=[O:27])(=[O:26])[N:7]([CH2:6][CH2:5][OH:4])[CH2:11][C:10]=4[CH:12]=3)=[CH:17][NH:18]2)=[CH:23][CH:22]=1. The yield is 0.470. (3) The reactants are [C:1](#[N:3])[CH3:2].[C:4](=[O:6])=O.[CH2:7]([OH:9])[CH3:8].[CH2:10]([Li])[CH2:11][CH2:12][CH3:13]. The catalyst is CCCCCC.C1COCC1. The product is [OH:9][C:7]1([CH2:2][C:1]#[N:3])[C:10]2[C:11](=[CH:10][CH:11]=[C:12]([O:6][CH3:4])[CH:13]=2)[CH2:12][CH2:13][CH2:8]1. The yield is 0.984. (4) The reactants are [CH3:1][C:2]1([CH3:27])[O:6][C@@H:5]([C@H:7]([CH2:22][CH:23]([CH3:25])[CH3:24])[C:8]([O:10]C2C(F)=C(F)C(F)=C(F)C=2F)=O)[C:4](=[O:26])[O:3]1.ONC(=O)[C@@H](O)[C@@H](C(N1CCN(C2C=CC=CN=2)CC1)=O)CC(C)C.[C:53]1([C:59]2[N:63]=[C:62]([N:64]3[CH2:69][CH2:68][NH:67][CH2:66][CH2:65]3)[S:61][N:60]=2)[CH:58]=[CH:57][CH:56]=[CH:55][CH:54]=1.Cl. The catalyst is CN(C=O)C. The product is [CH3:27][C:2]1([CH3:1])[O:3][C:4](=[O:26])[C@H:5]([C@@H:7]([C:8]([N:67]2[CH2:68][CH2:69][N:64]([C:62]3[S:61][N:60]=[C:59]([C:53]4[CH:58]=[CH:57][CH:56]=[CH:55][CH:54]=4)[N:63]=3)[CH2:65][CH2:66]2)=[O:10])[CH2:22][CH:23]([CH3:24])[CH3:25])[O:6]1. The yield is 0.0580. (5) The reactants are [O:1]1[CH2:6][CH2:5][N:4]([CH2:7][CH2:8][NH:9][C:10]2[CH:11]=[C:12]3[C:17](=[CH:18][N:19]=2)[N:16]=[CH:15][C:14]([C:20]#[N:21])=[C:13]3[NH:22][C:23]2[CH:28]=[CH:27][CH:26]=[C:25]([N+:29]([O-])=O)[CH:24]=2)[CH2:3][CH2:2]1.O.O.Cl[Sn]Cl.O.C(=O)(O)[O-].[Na+]. The catalyst is C(O)C.ClCCl.CO. The product is [NH2:29][C:25]1[CH:24]=[C:23]([NH:22][C:13]2[C:12]3[C:17](=[CH:18][N:19]=[C:10]([NH:9][CH2:8][CH2:7][N:4]4[CH2:5][CH2:6][O:1][CH2:2][CH2:3]4)[CH:11]=3)[N:16]=[CH:15][C:14]=2[C:20]#[N:21])[CH:28]=[CH:27][CH:26]=1. The yield is 0.390. (6) The reactants are [CH2:1]([O:8][C:9]1[C:10]([C:32](O)=[O:33])=[N:11][C:12]([CH2:16][C:17]2([C:22]3[CH:31]=[CH:30][C:29]4[C:24](=[CH:25][CH:26]=[CH:27][CH:28]=4)[CH:23]=3)[CH2:21][CH2:20][CH2:19][CH2:18]2)=[N:13][C:14]=1[OH:15])[C:2]1[CH:7]=[CH:6][CH:5]=[CH:4][CH:3]=1.[Si:35]([O:42][CH2:43][CH2:44][NH:45][CH:46]([CH3:48])[CH3:47])([C:38]([CH3:41])([CH3:40])[CH3:39])([CH3:37])[CH3:36].[Si](OCCN(C(C)C)C(C1C(OCC2C=CC=CC=2)=C(O)N=C(CC2(C3C=C(Cl)C=CC=3Cl)CCCC2)N=1)=O)(C(C)(C)C)(C)C. No catalyst specified. The product is [Si:35]([O:42][CH2:43][CH2:44][N:45]([CH:46]([CH3:48])[CH3:47])[C:32]([C:10]1[C:9]([O:8][CH2:1][C:2]2[CH:3]=[CH:4][CH:5]=[CH:6][CH:7]=2)=[C:14]([OH:15])[N:13]=[C:12]([CH2:16][C:17]2([C:22]3[CH:31]=[CH:30][C:29]4[C:24](=[CH:25][CH:26]=[CH:27][CH:28]=4)[CH:23]=3)[CH2:21][CH2:20][CH2:19][CH2:18]2)[N:11]=1)=[O:33])([C:38]([CH3:41])([CH3:40])[CH3:39])([CH3:37])[CH3:36]. The yield is 0.245. (7) The reactants are [CH2:1]([O:3][C:4](=[O:23])[CH:5]([C:7]1[N:8](C(OC(C)(C)C)=O)[C:9]2[C:14]([CH:15]=1)=[CH:13][CH:12]=[CH:11][CH:10]=2)[CH3:6])[CH3:2]. The catalyst is ClCCl.C(O)(C(F)(F)F)=O. The product is [NH:8]1[C:9]2[C:14](=[CH:13][CH:12]=[CH:11][CH:10]=2)[CH:15]=[C:7]1[CH:5]([CH3:6])[C:4]([O:3][CH2:1][CH3:2])=[O:23]. The yield is 0.500. (8) The reactants are [Cl:1][C:2]1[CH:3]=[C:4]([N:8]2[C:12](=O)[CH2:11][CH:10]([C:14]([O:16]C)=[O:15])[CH2:9]2)[CH:5]=[CH:6][CH:7]=1.S(Cl)(Cl)=O. The catalyst is CO. The product is [Cl:1][C:2]1[CH:3]=[C:4]([N:8]2[CH2:12][CH2:11][CH:10]([C:14]([OH:16])=[O:15])[CH2:9]2)[CH:5]=[CH:6][CH:7]=1. The yield is 0.980.